Dataset: NCI-60 drug combinations with 297,098 pairs across 59 cell lines. Task: Regression. Given two drug SMILES strings and cell line genomic features, predict the synergy score measuring deviation from expected non-interaction effect. (1) Drug 1: C1=NC2=C(N1)C(=S)N=CN2. Drug 2: CC1C(C(CC(O1)OC2CC(CC3=C2C(=C4C(=C3O)C(=O)C5=C(C4=O)C(=CC=C5)OC)O)(C(=O)CO)O)N)O.Cl. Cell line: SNB-75. Synergy scores: CSS=45.5, Synergy_ZIP=-7.00, Synergy_Bliss=-9.36, Synergy_Loewe=-5.82, Synergy_HSA=-4.30. (2) Drug 1: CN1CCC(CC1)COC2=C(C=C3C(=C2)N=CN=C3NC4=C(C=C(C=C4)Br)F)OC. Drug 2: C1CCC(C1)C(CC#N)N2C=C(C=N2)C3=C4C=CNC4=NC=N3. Cell line: SK-MEL-28. Synergy scores: CSS=-2.15, Synergy_ZIP=2.81, Synergy_Bliss=5.47, Synergy_Loewe=-1.95, Synergy_HSA=0.126. (3) Drug 1: C1=CC=C(C=C1)NC(=O)CCCCCCC(=O)NO. Drug 2: C(CN)CNCCSP(=O)(O)O. Cell line: COLO 205. Synergy scores: CSS=13.5, Synergy_ZIP=-2.85, Synergy_Bliss=2.20, Synergy_Loewe=-1.14, Synergy_HSA=1.94. (4) Drug 1: CNC(=O)C1=NC=CC(=C1)OC2=CC=C(C=C2)NC(=O)NC3=CC(=C(C=C3)Cl)C(F)(F)F. Drug 2: C1CCC(C(C1)N)N.C(=O)(C(=O)[O-])[O-].[Pt+4]. Cell line: MDA-MB-231. Synergy scores: CSS=10.7, Synergy_ZIP=0.965, Synergy_Bliss=3.46, Synergy_Loewe=-9.25, Synergy_HSA=1.91. (5) Drug 1: COC1=C(C=C2C(=C1)N=CN=C2NC3=CC(=C(C=C3)F)Cl)OCCCN4CCOCC4. Drug 2: C1=NC2=C(N=C(N=C2N1C3C(C(C(O3)CO)O)O)F)N. Cell line: A498. Synergy scores: CSS=32.3, Synergy_ZIP=2.39, Synergy_Bliss=3.47, Synergy_Loewe=-2.88, Synergy_HSA=2.69. (6) Cell line: U251. Drug 2: C(CC(=O)O)C(=O)CN.Cl. Synergy scores: CSS=7.91, Synergy_ZIP=-3.33, Synergy_Bliss=-3.72, Synergy_Loewe=-5.65, Synergy_HSA=-1.10. Drug 1: CN1C2=C(C=C(C=C2)N(CCCl)CCCl)N=C1CCCC(=O)O.Cl.